Dataset: Peptide-MHC class I binding affinity with 185,985 pairs from IEDB/IMGT. Task: Regression. Given a peptide amino acid sequence and an MHC pseudo amino acid sequence, predict their binding affinity value. This is MHC class I binding data. (1) The peptide sequence is GENQLYHFA. The MHC is HLA-A02:06 with pseudo-sequence HLA-A02:06. The binding affinity (normalized) is 0.0297. (2) The binding affinity (normalized) is 0.0847. The MHC is HLA-B18:01 with pseudo-sequence HLA-B18:01. The peptide sequence is YNAKRIETV. (3) The peptide sequence is SIINFEKL. The MHC is HLA-A02:01 with pseudo-sequence HLA-A02:01. The binding affinity (normalized) is 0.0352. (4) The peptide sequence is QLVFNSISA. The MHC is HLA-A02:03 with pseudo-sequence HLA-A02:03. The binding affinity (normalized) is 0.321.